Dataset: Retrosynthesis with 50K atom-mapped reactions and 10 reaction types from USPTO. Task: Predict the reactants needed to synthesize the given product. (1) The reactants are: CC1(C)OB(c2ccc(OCC3CC3)nc2)OC1(C)C.COc1cc2nncc(Br)c2cc1OC. Given the product COc1cc2nncc(-c3ccc(OCC4CC4)nc3)c2cc1OC, predict the reactants needed to synthesize it. (2) Given the product C#CC(=O)c1c(-c2occc2C)nn2c(Cl)cccc12, predict the reactants needed to synthesize it. The reactants are: C#CC(O)c1c(-c2occc2C)nn2c(Cl)cccc12. (3) Given the product CCOC(=O)Cn1c(C)cc2c(c1=O)NCCS2(=O)=O, predict the reactants needed to synthesize it. The reactants are: CCOC(=O)Cn1c(C)cc(S(=O)(=O)CCCl)c(N)c1=O. (4) Given the product COC(=O)CCC/C=C\C[C@@H]1[C@@H](CO[Si](C)(C)C(C)(C)C)[C@H](OC2CCCCO2)C[C@H]1OC(C)=O, predict the reactants needed to synthesize it. The reactants are: CCOC(=O)N=NC(=O)OCC.COC(=O)CCC/C=C\C[C@H]1[C@@H](O)C[C@@H](OC2CCCCO2)[C@@H]1CO[Si](C)(C)C(C)(C)C. (5) Given the product CS(=O)c1ccccc1C(=O)NC1(C(=O)O)Cc2ccccc2C1, predict the reactants needed to synthesize it. The reactants are: CCOC(=O)C1(NC(=O)c2ccccc2S(C)=O)Cc2ccccc2C1. (6) Given the product COc1c(C(C)=O)cc(Cl)c(F)c1Br, predict the reactants needed to synthesize it. The reactants are: CC(=O)c1cc(Cl)c(F)c(Br)c1O.CI.